Dataset: Peptide-MHC class II binding affinity with 134,281 pairs from IEDB. Task: Regression. Given a peptide amino acid sequence and an MHC pseudo amino acid sequence, predict their binding affinity value. This is MHC class II binding data. The peptide sequence is RWLLLNVTSEDLGKT. The MHC is DRB1_0301 with pseudo-sequence DRB1_0301. The binding affinity (normalized) is 0.490.